This data is from Forward reaction prediction with 1.9M reactions from USPTO patents (1976-2016). The task is: Predict the product of the given reaction. (1) Given the reactants Br[CH2:2][C@:3]12[O:9][C@H:8]1[CH:7]=[C:6]([C:10]1[CH:15]=[CH:14][N:13]=[CH:12][C:11]=1[N+:16]([O-:18])=[O:17])[CH2:5][C@@H:4]2[CH3:19].[NH4+].[Cl-].[N-:22]=[N+:23]=[N-:24].[Na+].C([O-])(O)=O.[Na+], predict the reaction product. The product is: [N:22]([C@@H:8]1[CH:7]=[C:6]([C:10]2[CH:15]=[CH:14][N:13]=[CH:12][C:11]=2[N+:16]([O-:18])=[O:17])[CH2:5][C@H:4]([CH3:19])[C@:3]21[O:9][CH2:2]2)=[N+:23]=[N-:24]. (2) The product is: [CH3:1][C:2]1[CH:7]=[CH:6][C:5]([C:8]2[O:9][C:10]([CH3:13])=[N:11][N:12]=2)=[CH:4][C:3]=1[C:14]1[CH:15]=[CH:16][C:17]([C:20]([NH:54][CH:46]([CH3:45])[CH2:47][C:48]2[CH:53]=[CH:52][CH:51]=[CH:50][CH:49]=2)=[O:21])=[CH:18][CH:19]=1. Given the reactants [CH3:1][C:2]1[CH:7]=[CH:6][C:5]([C:8]2[O:9][C:10]([CH3:13])=[N:11][N:12]=2)=[CH:4][C:3]=1[C:14]1[CH:19]=[CH:18][C:17]([C:20](O)=[O:21])=[CH:16][CH:15]=1.C1C=CC2N(O)N=NC=2C=1.Cl.CN(C)CCCN=C=NCC.[CH3:45][CH:46]([NH2:54])[CH2:47][C:48]1[CH:53]=[CH:52][CH:51]=[CH:50][CH:49]=1, predict the reaction product. (3) Given the reactants [C:1]1([CH3:10])[CH:6]=[CH:5][C:4]([S:7]([O-:9])=[O:8])=[CH:3][CH:2]=1.[Na+].[Na+].[I-:13].[Cl:14][C:15]1[CH:22]=[CH:21][C:18]([CH:19]=[CH2:20])=[CH:17][CH:16]=1, predict the reaction product. The product is: [Cl:14][C:15]1[CH:22]=[CH:21][C:18]([CH:19]([I:13])[CH2:20][S:7]([C:4]2[CH:5]=[CH:6][C:1]([CH3:10])=[CH:2][CH:3]=2)(=[O:9])=[O:8])=[CH:17][CH:16]=1. (4) Given the reactants [NH:1]([C:3]1[N:4]=[C:5]2[CH:11]=[CH:10][N:9]([S:12]([C:15]3[CH:21]=[CH:20][C:18]([CH3:19])=[CH:17][CH:16]=3)(=[O:14])=[O:13])[C:6]2=[N:7][CH:8]=1)[NH2:2].[C:22]([O:26][C:27]([NH:29][C:30]12[CH2:37][CH2:36][C:33]([C:38](O)=[O:39])([CH2:34][CH2:35]1)[CH2:32][CH2:31]2)=[O:28])([CH3:25])([CH3:24])[CH3:23].CN(C(ON1N=NC2C=CC=NC1=2)=[N+](C)C)C.F[P-](F)(F)(F)(F)F.C(Cl)Cl, predict the reaction product. The product is: [S:12]([N:9]1[C:6]2=[N:7][CH:8]=[C:3]([NH:1][NH:2][C:38]([C:33]34[CH2:34][CH2:35][C:30]([NH:29][C:27](=[O:28])[O:26][C:22]([CH3:24])([CH3:23])[CH3:25])([CH2:31][CH2:32]3)[CH2:37][CH2:36]4)=[O:39])[N:4]=[C:5]2[CH:11]=[CH:10]1)([C:15]1[CH:21]=[CH:20][C:18]([CH3:19])=[CH:17][CH:16]=1)(=[O:13])=[O:14]. (5) Given the reactants [CH3:1][O:2][C:3]1[CH:26]=[CH:25][C:6]([CH2:7][CH:8]2[CH2:12][O:11][S:10](=[O:13])[N:9]2[CH:14]([CH:22]([CH3:24])[CH3:23])[C:15]([O:17][C:18]([CH3:21])([CH3:20])[CH3:19])=[O:16])=[CH:5][CH:4]=1.O.C([O-])(O)=[O:29].[Na+].C(Cl)Cl, predict the reaction product. The product is: [CH3:1][O:2][C:3]1[CH:4]=[CH:5][C:6]([CH2:7][CH:8]2[CH2:12][O:11][S:10](=[O:29])(=[O:13])[N:9]2[CH:14]([CH:22]([CH3:23])[CH3:24])[C:15]([O:17][C:18]([CH3:20])([CH3:19])[CH3:21])=[O:16])=[CH:25][CH:26]=1. (6) Given the reactants [CH2:1]([O:3][C:4]1[CH:14]=[C:13](I)[CH:12]=[CH:11][C:5]=1[C:6]([O:8][CH2:9][CH3:10])=[O:7])[CH3:2].[CH3:16][Si:17]([C:20]#[CH:21])([CH3:19])[CH3:18].O, predict the reaction product. The product is: [CH2:1]([O:3][C:4]1[CH:14]=[C:13]([C:21]#[C:20][Si:17]([CH3:19])([CH3:18])[CH3:16])[CH:12]=[CH:11][C:5]=1[C:6]([O:8][CH2:9][CH3:10])=[O:7])[CH3:2]. (7) Given the reactants [Cl:1][C:2]1[CH:3]=[C:4]([NH:16][C:17]2[C:26]3[C:21](=[CH:22][CH:23]=[CH:24][C:25]=3[O:27][CH2:28][CH2:29][NH:30][CH3:31])[N:20]=[CH:19][N:18]=2)[CH:5]=[CH:6][C:7]=1[O:8][CH2:9][C:10]1[CH:15]=[CH:14][CH:13]=[CH:12][N:11]=1.CCN(C(C)C)C(C)C.Cl[C:42]([O:44][CH3:45])=[O:43], predict the reaction product. The product is: [Cl:1][C:2]1[CH:3]=[C:4]([NH:16][C:17]2[C:26]3[C:21](=[CH:22][CH:23]=[CH:24][C:25]=3[O:27][CH2:28][CH2:29][N:30]([CH3:31])[C:42](=[O:43])[O:44][CH3:45])[N:20]=[CH:19][N:18]=2)[CH:5]=[CH:6][C:7]=1[O:8][CH2:9][C:10]1[CH:15]=[CH:14][CH:13]=[CH:12][N:11]=1.